Dataset: Forward reaction prediction with 1.9M reactions from USPTO patents (1976-2016). Task: Predict the product of the given reaction. Given the reactants [CH3:1][C@@H:2]([S:5]([C:8]([CH3:13])([CH3:12])[C:9]([OH:11])=O)(=[O:7])=[O:6])[CH2:3][CH3:4].C(Cl)(=O)C(Cl)=O.C(N(CC)C(C)C)(C)C.[CH3:29][O:30][C:31]1[CH:36]=[CH:35][C:34]([C:37]2[NH:38][C:39]([NH2:42])=[N:40][N:41]=2)=[CH:33][CH:32]=1, predict the reaction product. The product is: [CH3:1][C@@H:2]([S:5]([C:8]([CH3:13])([CH3:12])[C:9]([NH:42][C:39]1[NH:38][C:37]([C:34]2[CH:35]=[CH:36][C:31]([O:30][CH3:29])=[CH:32][CH:33]=2)=[N:41][N:40]=1)=[O:11])(=[O:6])=[O:7])[CH2:3][CH3:4].